From a dataset of Catalyst prediction with 721,799 reactions and 888 catalyst types from USPTO. Predict which catalyst facilitates the given reaction. (1) Reactant: I[C:2]1[CH:3]=[CH:4][C:5]2[N:6]([CH:8]=[C:9]([NH2:11])[N:10]=2)[N:7]=1.[NH2:12][C:13]1[CH:14]=[C:15]([OH:19])[CH:16]=[CH:17][CH:18]=1.C(=O)([O-])[O-].[K+].[K+].CN(C)C=O. Product: [NH2:12][C:13]1[CH:14]=[C:15]([CH:16]=[CH:17][CH:18]=1)[O:19][C:2]1[CH:3]=[CH:4][C:5]2[N:6]([CH:8]=[C:9]([NH2:11])[N:10]=2)[N:7]=1. The catalyst class is: 6. (2) Reactant: [NH2:1][C:2]1[C:7]([O:8][C@H:9]2[CH2:13][N:12]([C:14]([O:16][C:17]([CH3:20])([CH3:19])[CH3:18])=[O:15])[CH2:11][C:10]2([F:22])[F:21])=[CH:6][CH:5]=[CH:4][N:3]=1.C1C(=O)N([Br:30])C(=O)C1. Product: [NH2:1][C:2]1[C:7]([O:8][C@H:9]2[CH2:13][N:12]([C:14]([O:16][C:17]([CH3:18])([CH3:19])[CH3:20])=[O:15])[CH2:11][C:10]2([F:22])[F:21])=[CH:6][C:5]([Br:30])=[CH:4][N:3]=1. The catalyst class is: 23.